This data is from Forward reaction prediction with 1.9M reactions from USPTO patents (1976-2016). The task is: Predict the product of the given reaction. (1) Given the reactants [F:1][C:2]1[CH:3]=[C:4]2[C:9](=[C:10]([C:12](O)=[O:13])[CH:11]=1)[NH:8][CH:7]([C:15]1[CH:20]=[CH:19][CH:18]=[C:17]([N:21]3[CH2:25][CH2:24][CH2:23][CH2:22]3)[CH:16]=1)[CH2:6][C:5]2([CH3:27])[CH3:26].[CH3:28][S:29]([NH2:32])(=[O:31])=[O:30], predict the reaction product. The product is: [F:1][C:2]1[CH:3]=[C:4]2[C:9](=[C:10]([C:12]([NH:32][S:29]([CH3:28])(=[O:31])=[O:30])=[O:13])[CH:11]=1)[NH:8][CH:7]([C:15]1[CH:20]=[CH:19][CH:18]=[C:17]([N:21]3[CH2:25][CH2:24][CH2:23][CH2:22]3)[CH:16]=1)[CH2:6][C:5]2([CH3:27])[CH3:26]. (2) Given the reactants [CH:1]([C:4]1[CH:9]=[CH:8][CH:7]=[CH:6][C:5]=1[OH:10])([CH3:3])[CH3:2].[CH3:11][CH2:12]CCCC.C([Li])CCC.Cl[Sn](Cl)(Cl)Cl.FC(F)(F)CO.C[Si](C#C)(C)C.[F-].[K+], predict the reaction product. The product is: [CH2:11]([C:6]1[CH:7]=[CH:8][CH:9]=[C:4]([CH:1]([CH3:3])[CH3:2])[C:5]=1[OH:10])[CH3:12]. (3) Given the reactants [N+]([C:4]1[CH:9]=[CH:8][C:7]([OH:10])=[CH:6][CH:5]=1)([O-])=O.C(=O)([O-])[O-:12].[K+].[K+].C[N:18]([CH3:21])C=O.[CH2:22]([CH:24]([CH2:27][CH2:28][CH2:29][CH3:30])CBr)[CH3:23].[OH2:31], predict the reaction product. The product is: [CH2:29]([C:28]1[C:21]([N+:18]([O-:12])=[O:31])=[CH:23][CH:22]=[CH:24][C:27]=1[O:10][CH2:7][CH2:6][CH2:5][CH2:4][CH2:9][CH3:8])[CH3:30]. (4) Given the reactants [NH2:1][CH2:2][C:3]1[CH:4]=[CH:5][C:6]([NH:13][C:14]2[CH:19]=[C:18]([C:20]([F:23])([F:22])[F:21])[CH:17]=[CH:16][C:15]=2[NH:24][C:25]2[CH:30]=[CH:29][CH:28]=[CH:27][C:26]=2[C:31]([O:33][CH3:34])=[O:32])=[C:7]([CH:12]=1)[C:8]([O:10][CH3:11])=[O:9].[N+]([O-])([O-])=O.CC1C=C(C)[N:42]([C:46](=N)[NH3+:47])N=1.C(N(CC)CC)C, predict the reaction product. The product is: [NH2:47][C:46]([NH:1][CH2:2][C:3]1[CH:4]=[CH:5][C:6]([NH:13][C:14]2[CH:19]=[C:18]([C:20]([F:23])([F:21])[F:22])[CH:17]=[CH:16][C:15]=2[NH:24][C:25]2[CH:30]=[CH:29][CH:28]=[CH:27][C:26]=2[C:31]([O:33][CH3:34])=[O:32])=[C:7]([CH:12]=1)[C:8]([O:10][CH3:11])=[O:9])=[NH:42]. (5) Given the reactants ClC1C=CC=C2C=1[N:10]=C(C1C=CC=CC=1Cl)C(CN)=C2.Cl[C:22]1[CH:27]=[CH:26][N:25]=[C:24]2[N:28](C(OC(C)(C)C)=O)[CH:29]=[N:30][C:23]=12.C(N(C(C)C)CC)(C)C.C(O)CCC, predict the reaction product. The product is: [N:30]1[C:23]2[C:24](=[N:25][CH:26]=[CH:27][C:22]=2[NH2:10])[NH:28][CH:29]=1. (6) Given the reactants C([O:3][C:4]([C:6]1[S:10][C:9]([Cl:11])=[N:8][C:7]=1[C:12]1[CH:17]=[CH:16][CH:15]=[CH:14][CH:13]=1)=[O:5])C, predict the reaction product. The product is: [Cl:11][C:9]1[S:10][C:6]([C:4]([OH:5])=[O:3])=[C:7]([C:12]2[CH:17]=[CH:16][CH:15]=[CH:14][CH:13]=2)[N:8]=1. (7) Given the reactants [H-].[Na+].[Br:3][C:4]1[CH:5]=[C:6]([SH:10])[CH:7]=[CH:8][CH:9]=1.Br[CH2:12][CH2:13][O:14][CH3:15], predict the reaction product. The product is: [Br:3][C:4]1[CH:5]=[C:6]([S:10][CH2:12][CH2:13][O:14][CH3:15])[CH:7]=[CH:8][CH:9]=1.